From a dataset of CYP1A2 inhibition data for predicting drug metabolism from PubChem BioAssay. Regression/Classification. Given a drug SMILES string, predict its absorption, distribution, metabolism, or excretion properties. Task type varies by dataset: regression for continuous measurements (e.g., permeability, clearance, half-life) or binary classification for categorical outcomes (e.g., BBB penetration, CYP inhibition). Dataset: cyp1a2_veith. (1) The molecule is CCc1c2c(nc3ccc(OC)cc13)OC(C)C2. The result is 1 (inhibitor). (2) The compound is COC(=O)[C@@]1(Cc2ccc(F)cc2)[C@H]2c3cc(C(=O)N4CCCC4)n(C[C@H](O)CO)c3C[C@H]2CN1C(=O)c1ccccc1. The result is 0 (non-inhibitor).